From a dataset of Forward reaction prediction with 1.9M reactions from USPTO patents (1976-2016). Predict the product of the given reaction. (1) Given the reactants [CH3:1][O:2][C:3]([C:5]1[C:6]([NH:17][C:18]2[CH:23]=[CH:22][C:21]([CH3:24])=[CH:20][C:19]=2[F:25])=[C:7]([F:16])[C:8]2[N:9]([C:11]([C:14]#[CH:15])=[CH:12][N:13]=2)[CH:10]=1)=[O:4], predict the reaction product. The product is: [CH3:1][O:2][C:3]([C:5]1[C:6]([NH:17][C:18]2[CH:23]=[CH:22][C:21]([CH3:24])=[CH:20][C:19]=2[F:25])=[C:7]([F:16])[C:8]2[N:9]([C:11]([CH2:14][CH3:15])=[CH:12][N:13]=2)[CH:10]=1)=[O:4]. (2) Given the reactants C([O:3][C:4](=[O:36])[CH2:5][N:6]1[C:14]2[C:9](=[CH:10][CH:11]=[C:12]([O:15][CH2:16][C:17]3[C:18]([CH:33]4[CH2:35][CH2:34]4)=[N:19][C:20]([C:23]4[CH:28]=[CH:27][C:26]([C:29]([F:32])([F:31])[F:30])=[CH:25][CH:24]=4)=[N:21][CH:22]=3)[CH:13]=2)[CH:8]=[CH:7]1)C.[Li+].[OH-], predict the reaction product. The product is: [CH:33]1([C:18]2[C:17]([CH2:16][O:15][C:12]3[CH:13]=[C:14]4[C:9]([CH:8]=[CH:7][N:6]4[CH2:5][C:4]([OH:36])=[O:3])=[CH:10][CH:11]=3)=[CH:22][N:21]=[C:20]([C:23]3[CH:24]=[CH:25][C:26]([C:29]([F:32])([F:30])[F:31])=[CH:27][CH:28]=3)[N:19]=2)[CH2:35][CH2:34]1. (3) Given the reactants [CH2:1]([CH:8]1[C:17]2[C:12](=[CH:13][CH:14]=[CH:15][CH:16]=2)[CH2:11][CH2:10][NH:9]1)[C:2]1[CH:7]=[CH:6][CH:5]=[CH:4][CH:3]=1.Br[CH2:19][C:20](Br)=[O:21].[Cl:23][C:24]1[CH:31]=[CH:30][CH:29]=[CH:28][C:25]=1[CH2:26][NH2:27], predict the reaction product. The product is: [CH2:1]([CH:8]1[C:17]2[C:12](=[CH:13][CH:14]=[CH:15][CH:16]=2)[CH2:11][CH2:10][N:9]1[CH2:19][C:20]([NH:27][CH2:26][C:25]1[CH:28]=[CH:29][CH:30]=[CH:31][C:24]=1[Cl:23])=[O:21])[C:2]1[CH:3]=[CH:4][CH:5]=[CH:6][CH:7]=1. (4) Given the reactants [CH3:1][O:2][CH2:3][C:4]1[NH:8][C:7]2=[CH:9][S:10][CH:11]=[C:6]2[N:5]=1.Br[CH2:13][C:14]1[CH:33]=[CH:32][C:17]2/[C:18](=[C:28](/[CH3:31])\[C:29]#[N:30])/[C:19]3[CH:26]=[CH:25][C:24]([F:27])=[CH:23][C:20]=3[O:21][CH2:22][C:16]=2[CH:15]=1, predict the reaction product. The product is: [F:27][C:24]1[CH:25]=[CH:26][C:19]2=[C:20]([CH:23]=1)[O:21][CH2:22][C:16]1[CH:15]=[C:14]([CH2:13][N:5]3[C:6]4=[CH:11][S:10][CH:9]=[C:7]4[N:8]=[C:4]3[CH2:3][O:2][CH3:1])[CH:33]=[CH:32][C:17]=1/[C:18]/2=[C:28](/[CH3:31])\[C:29]#[N:30]. (5) Given the reactants Cl[C:2]1[N:7]=[C:6]([N:8]2[C@@H:12]([CH:13]([CH3:15])[CH3:14])[CH2:11][O:10][C:9]2=[O:16])[CH:5]=[CH:4][N:3]=1.[Cl:17][C:18]1[CH:19]=[C:20]([CH:25]([NH2:27])[CH3:26])[CH:21]=[CH:22][C:23]=1[Cl:24], predict the reaction product. The product is: [Cl:17][C:18]1[CH:19]=[C:20]([C@H:25]([NH:27][C:2]2[N:7]=[C:6]([N:8]3[C@@H:12]([CH:13]([CH3:15])[CH3:14])[CH2:11][O:10][C:9]3=[O:16])[CH:5]=[CH:4][N:3]=2)[CH3:26])[CH:21]=[CH:22][C:23]=1[Cl:24].[Cl:17][C:18]1[CH:19]=[C:20]([C@@H:25]([NH:27][C:2]2[N:7]=[C:6]([N:8]3[C@@H:12]([CH:13]([CH3:15])[CH3:14])[CH2:11][O:10][C:9]3=[O:16])[CH:5]=[CH:4][N:3]=2)[CH3:26])[CH:21]=[CH:22][C:23]=1[Cl:24]. (6) The product is: [F:8][C:7]1[CH:6]=[CH:5][C:4]([O:9][CH2:10][C:11]2[C:12]([O:19][CH2:21][CH2:22][N:23]3[CH2:27][CH2:26][O:25][C:24]3=[O:28])=[CH:13][CH:14]=[C:15]([F:18])[C:16]=2[F:17])=[CH:3][C:2]=1[NH2:1]. Given the reactants [NH2:1][C:2]1[CH:3]=[C:4]([O:9][CH2:10][C:11]2[C:16]([F:17])=[C:15]([F:18])[CH:14]=[CH:13][C:12]=2[OH:19])[CH:5]=[CH:6][C:7]=1[F:8].O[CH2:21][CH2:22][N:23]1[CH2:27][CH2:26][O:25][C:24]1=[O:28].C1(P(C2C=CC=CC=2)C2C=CC=CC=2)C=CC=CC=1.N(C(OCC)=O)=NC(OCC)=O, predict the reaction product. (7) Given the reactants C(OC(=O)[NH:7][CH:8]1[CH2:13][CH2:12][N:11]([C:14](=[O:22])[C:15]2[CH:20]=[CH:19][C:18]([Cl:21])=[CH:17][CH:16]=2)[CH2:10][CH2:9]1)(C)(C)C.FC(F)(F)C(O)=O, predict the reaction product. The product is: [NH2:7][CH:8]1[CH2:13][CH2:12][N:11]([C:14]([C:15]2[CH:16]=[CH:17][C:18]([Cl:21])=[CH:19][CH:20]=2)=[O:22])[CH2:10][CH2:9]1. (8) Given the reactants [C:1]([C:5]1[CH:10]=[C:9]([CH3:11])[CH:8]=[CH:7][C:6]=1[OH:12])([CH3:4])([CH3:3])[CH3:2].[Se](=O)=O, predict the reaction product. The product is: [C:1]([C:5]1[CH:10]=[C:9]([CH3:11])[CH:8]=[C:7]([C:7]2[C:6]([OH:12])=[C:5]([C:1]([CH3:4])([CH3:3])[CH3:2])[CH:10]=[C:9]([CH3:11])[CH:8]=2)[C:6]=1[OH:12])([CH3:4])([CH3:3])[CH3:2].